This data is from Forward reaction prediction with 1.9M reactions from USPTO patents (1976-2016). The task is: Predict the product of the given reaction. (1) Given the reactants [C:1]([C:4]1[N:8]([CH:9]([CH3:11])[CH3:10])[C:7]([C:12]([F:15])([F:14])[F:13])=[N:6][CH:5]=1)(=[O:3])[CH3:2], predict the reaction product. The product is: [CH3:7][N:8]([CH3:9])/[CH:4]=[CH:2]/[C:1]([C:4]1[N:8]([CH:9]([CH3:11])[CH3:10])[C:7]([C:12]([F:14])([F:15])[F:13])=[N:6][CH:5]=1)=[O:3]. (2) The product is: [NH2:1][C:2]1[N:7]=[C:6]([C:8]2[CH:13]=[CH:12][C:11]([CH2:14][C@H:15]([NH:19][C:20]([O:22][C:23]([CH3:26])([CH3:25])[CH3:24])=[O:21])[C:16]([OH:18])=[O:17])=[CH:10][CH:9]=2)[CH:5]=[C:4]([O:27][C@@H:28]([C:33]2[CH:38]=[CH:37][C:36]([C:46]3[CH:45]=[N:44][CH:43]=[C:42]([O:41][CH3:40])[CH:47]=3)=[CH:35][CH:34]=2)[C:29]([F:32])([F:31])[F:30])[N:3]=1. Given the reactants [NH2:1][C:2]1[N:7]=[C:6]([C:8]2[CH:13]=[CH:12][C:11]([CH2:14][C@H:15]([NH:19][C:20]([O:22][C:23]([CH3:26])([CH3:25])[CH3:24])=[O:21])[C:16]([OH:18])=[O:17])=[CH:10][CH:9]=2)[CH:5]=[C:4]([O:27][C@@H:28]([C:33]2[CH:38]=[CH:37][C:36](Br)=[CH:35][CH:34]=2)[C:29]([F:32])([F:31])[F:30])[N:3]=1.[CH3:40][O:41][C:42]1[CH:43]=[N:44][CH:45]=[C:46](B2OC(C)(C)C(C)(C)O2)[CH:47]=1.C(#N)C.C(=O)([O-])[O-].[Na+].[Na+], predict the reaction product. (3) Given the reactants [Br:1][C:2]1[C:3]([C:12]#[N:13])=[C:4]([C:9]([OH:11])=[O:10])[NH:5][C:6]=1[CH2:7]C.COC(C1NC(C)=CC=1C#N)=O, predict the reaction product. The product is: [Br:1][C:2]1[C:3]([C:12]#[N:13])=[C:4]([C:9]([OH:11])=[O:10])[NH:5][C:6]=1[CH3:7].